Dataset: Forward reaction prediction with 1.9M reactions from USPTO patents (1976-2016). Task: Predict the product of the given reaction. The product is: [NH2:16][C:13]1[CH:12]=[CH:11][C:10]([S:7]([C:6]2[C:2]([CH3:1])=[N:3][N:4]([CH2:20][C@@H:21]([NH:23][C:24](=[O:30])[O:25][C:26]([CH3:28])([CH3:27])[CH3:29])[CH3:22])[C:5]=2[CH3:19])(=[O:9])=[O:8])=[CH:15][CH:14]=1. Given the reactants [CH3:1][C:2]1[C:6]([S:7]([C:10]2[CH:15]=[CH:14][C:13]([N+:16]([O-])=O)=[CH:12][CH:11]=2)(=[O:9])=[O:8])=[C:5]([CH3:19])[N:4]([CH2:20][C@@H:21]([NH:23][C:24](=[O:30])[O:25][C:26]([CH3:29])([CH3:28])[CH3:27])[CH3:22])[N:3]=1.[H][H], predict the reaction product.